Dataset: Forward reaction prediction with 1.9M reactions from USPTO patents (1976-2016). Task: Predict the product of the given reaction. (1) Given the reactants [O:1]=[C:2]1[CH:19]=[C:18]([CH:20]2[CH2:25][CH2:24][N:23](C(OC(C)(C)C)=O)[CH2:22][CH2:21]2)[N:5]2[N:6]=[C:7]3[C:12]([C:11]([N:13]4[N:17]=[CH:16][CH:15]=[N:14]4)=[CH:10][CH:9]=[CH:8]3)=[C:4]2[NH:3]1.[ClH:33], predict the reaction product. The product is: [ClH:33].[NH:23]1[CH2:22][CH2:21][CH:20]([C:18]2[N:5]3[N:6]=[C:7]4[C:12]([C:11]([N:13]5[N:17]=[CH:16][CH:15]=[N:14]5)=[CH:10][CH:9]=[CH:8]4)=[C:4]3[NH:3][C:2](=[O:1])[CH:19]=2)[CH2:25][CH2:24]1. (2) Given the reactants [CH2:1]([O:8][C:9](=[O:17])[NH:10][C:11]1([C:14](=[O:16])[NH2:15])[CH2:13][CH2:12]1)[C:2]1[CH:7]=[CH:6][CH:5]=[CH:4][CH:3]=1.CO[CH:20](OC)[N:21]([CH3:23])[CH3:22], predict the reaction product. The product is: [CH2:1]([O:8][C:9](=[O:17])[NH:10][C:11]1([C:14](=[O:16])/[N:15]=[CH:20]/[N:21]([CH3:23])[CH3:22])[CH2:12][CH2:13]1)[C:2]1[CH:3]=[CH:4][CH:5]=[CH:6][CH:7]=1. (3) The product is: [F:14][C:11]1([F:15])[CH2:12][CH2:13][N:8]([CH:4]2[CH2:5][CH2:6][NH:7][C:3]2=[O:2])[CH2:9][CH2:10]1. Given the reactants C[O:2][C:3](=O)[CH:4]([N:8]1[CH2:13][CH2:12][C:11]([F:15])([F:14])[CH2:10][CH2:9]1)[CH2:5][C:6]#[N:7].[BH4-].[Na+].[OH-].[NH4+], predict the reaction product. (4) Given the reactants [Cl:1][C:2]1[CH:3]=[C:4]2[N:14]([S:15]([C:18]3[CH:24]=[CH:23][C:21]([CH3:22])=[CH:20][CH:19]=3)(=[O:17])=[O:16])[CH:13]=[CH:12][C:5]2=[N:6][C:7]=1[C:8](=[N:10]O)[CH3:9].[NH4+].[Cl-], predict the reaction product. The product is: [Cl:1][C:2]1[CH:3]=[C:4]2[N:14]([S:15]([C:18]3[CH:24]=[CH:23][C:21]([CH3:22])=[CH:20][CH:19]=3)(=[O:17])=[O:16])[CH:13]=[CH:12][C:5]2=[N:6][C:7]=1[CH:8]([NH2:10])[CH3:9]. (5) Given the reactants [Cl:1][C:2]1[C:11]([CH2:12][C:13]([F:16])([F:15])[F:14])=[C:10]([Cl:17])[C:9]2[C:4](=[CH:5][CH:6]=[C:7]([CH:18]([C:20]3[N:24]([CH3:25])[C:23]([CH3:26])=[N:22][CH:21]=3)[OH:19])[CH:8]=2)[N:3]=1, predict the reaction product. The product is: [Cl:1][C:2]1[C:11]([CH2:12][C:13]([F:15])([F:16])[F:14])=[C:10]([Cl:17])[C:9]2[C:4](=[CH:5][CH:6]=[C:7]([C:18]([C:20]3[N:24]([CH3:25])[C:23]([CH3:26])=[N:22][CH:21]=3)=[O:19])[CH:8]=2)[N:3]=1. (6) The product is: [CH2:1]([O:4][C:5]1([CH3:34])[CH2:10][CH2:9][N:8]([C:11]2[N:16]3[N:17]=[C:18]([CH2:20][N:51]=[N+:52]=[N-:53])[CH:19]=[C:15]3[N:14]=[C:13]([CH3:22])[C:12]=2[C@H:23]([O:29][C:30]([CH3:33])([CH3:32])[CH3:31])[C:24]([O:26][CH2:27][CH3:28])=[O:25])[CH2:7][CH2:6]1)[CH:2]=[CH2:3]. Given the reactants [CH2:1]([O:4][C:5]1([CH3:34])[CH2:10][CH2:9][N:8]([C:11]2[N:16]3[N:17]=[C:18]([CH2:20]O)[CH:19]=[C:15]3[N:14]=[C:13]([CH3:22])[C:12]=2[C@H:23]([O:29][C:30]([CH3:33])([CH3:32])[CH3:31])[C:24]([O:26][CH2:27][CH3:28])=[O:25])[CH2:7][CH2:6]1)[CH:2]=[CH2:3].P([N:51]=[N+:52]=[N-:53])(=O)(OC1C=CC=CC=1)OC1C=CC=CC=1.C1CCN2C(=NCCC2)CC1, predict the reaction product. (7) Given the reactants [OH-].[Na+].O.[CH3:4][N:5]1[C:12]2[CH:13]=[C:14]([S:38]([CH3:41])(=[O:40])=[O:39])[CH:15]=[C:16]([C:17]3[C:18]4[CH:27]=[CH:26][N:25](S(C5C=CC(C)=CC=5)(=O)=O)[C:19]=4[C:20](=[O:24])[N:21]([CH3:23])[CH:22]=3)[C:11]=2[O:10][C:7]2([CH2:9][CH2:8]2)[C:6]1=[O:42], predict the reaction product. The product is: [CH3:4][N:5]1[C:12]2[CH:13]=[C:14]([S:38]([CH3:41])(=[O:40])=[O:39])[CH:15]=[C:16]([C:17]3[C:18]4[CH:27]=[CH:26][NH:25][C:19]=4[C:20](=[O:24])[N:21]([CH3:23])[CH:22]=3)[C:11]=2[O:10][C:7]2([CH2:9][CH2:8]2)[C:6]1=[O:42]. (8) Given the reactants C(N[C:9](=[O:38])[CH:10]([CH:32]1[CH2:37][CH2:36][CH2:35][CH2:34][CH2:33]1)[N:11]1[C:15]2[CH:16]=[C:17]([F:21])[C:18]([F:20])=[CH:19][C:14]=2[N:13]=[C:12]1[C:22]1[C:23]([O:30][CH3:31])=[N:24][C:25]([O:28][CH3:29])=[CH:26][CH:27]=1)C1C=CC=CC=1.N([O-])=[O:40].[Na+].[Li+].[OH-].OO, predict the reaction product. The product is: [CH:32]1([CH:10]([N:11]2[C:15]3[CH:16]=[C:17]([F:21])[C:18]([F:20])=[CH:19][C:14]=3[N:13]=[C:12]2[C:22]2[C:23]([O:30][CH3:31])=[N:24][C:25]([O:28][CH3:29])=[CH:26][CH:27]=2)[C:9]([OH:40])=[O:38])[CH2:33][CH2:34][CH2:35][CH2:36][CH2:37]1.